The task is: Predict the reactants needed to synthesize the given product.. This data is from Full USPTO retrosynthesis dataset with 1.9M reactions from patents (1976-2016). (1) Given the product [NH:48]1[CH:47]=[CH:51][C:50]([C:2]2[C:10]3[C:9]([NH:11][C@H:12]([C:14]4[N:19]([C:20]5[CH:25]=[CH:24][CH:23]=[CH:22][CH:21]=5)[C:18](=[O:26])[C:17]5=[C:27]([CH3:30])[CH:28]=[CH:29][N:16]5[N:15]=4)[CH3:13])=[N:8][CH:7]=[N:6][C:5]=3[N:4]([CH2:31][O:32][CH2:33][CH2:34][Si:35]([CH3:37])([CH3:36])[CH3:38])[CH:3]=2)=[N:49]1, predict the reactants needed to synthesize it. The reactants are: Br[C:2]1[C:10]2[C:9]([NH:11][C@H:12]([C:14]3[N:19]([C:20]4[CH:25]=[CH:24][CH:23]=[CH:22][CH:21]=4)[C:18](=[O:26])[C:17]4=[C:27]([CH3:30])[CH:28]=[CH:29][N:16]4[N:15]=3)[CH3:13])=[N:8][CH:7]=[N:6][C:5]=2[N:4]([CH2:31][O:32][CH2:33][CH2:34][Si:35]([CH3:38])([CH3:37])[CH3:36])[CH:3]=1.CC1(C)C(C)(C)OB([C:47]2[CH:51]=[CH:50][NH:49][N:48]=2)O1.C(=O)([O-])[O-].[Na+].[Na+].O. (2) The reactants are: [C:1]([C@@H:3]([NH:12][C:13]([C:15]1([NH:21][C:22](=[O:28])[O:23][C:24]([CH3:27])([CH3:26])[CH3:25])[CH2:20][CH2:19][O:18][CH2:17][CH2:16]1)=[O:14])[CH2:4][C:5]1[CH:10]=[CH:9][C:8](I)=[CH:7][CH:6]=1)#[N:2].C([O-])(=O)C.[K+].CC1(C)C(C)(C)OB([C:42]2[CH:43]=[C:44]3[C:48](=[CH:49][CH:50]=2)[C:47](=[O:51])[NH:46][CH2:45]3)O1. Given the product [C:1]([C@@H:3]([NH:12][C:13]([C:15]1([NH:21][C:22](=[O:28])[O:23][C:24]([CH3:27])([CH3:26])[CH3:25])[CH2:20][CH2:19][O:18][CH2:17][CH2:16]1)=[O:14])[CH2:4][C:5]1[CH:10]=[CH:9][C:8]([C:42]2[CH:43]=[C:44]3[C:48](=[CH:49][CH:50]=2)[C:47](=[O:51])[NH:46][CH2:45]3)=[CH:7][CH:6]=1)#[N:2], predict the reactants needed to synthesize it. (3) The reactants are: C([O:8][N:9]([CH2:12][C@@H:13]([CH2:17][CH:18]1[CH2:22][CH2:21][CH2:20][CH2:19]1)[C:14]([OH:16])=O)[CH:10]=[O:11])C1C=CC=CC=1.[NH:23]1[CH2:27][CH2:26][CH2:25][C@H:24]1[C:28]1[O:29][C:30]2[CH:36]=[CH:35][CH:34]=[CH:33][C:31]=2[N:32]=1. Given the product [O:29]1[C:30]2[CH:36]=[CH:35][CH:34]=[CH:33][C:31]=2[N:32]=[C:28]1[C@@H:24]1[CH2:25][CH2:26][CH2:27][N:23]1[C:14](=[O:16])[C@H:13]([CH2:17][CH:18]1[CH2:19][CH2:20][CH2:21][CH2:22]1)[CH2:12][N:9]([OH:8])[CH:10]=[O:11], predict the reactants needed to synthesize it. (4) The reactants are: [CH2:1](Br)[CH:2]=[CH2:3].[H-].[Na+].[CH3:7][O:8][C:9]1[C:10]([CH3:32])=[C:11]([C:18]([C:20]2[CH:21]=[CH:22][C:23]3[NH:28][C:27](=[O:29])[O:26][C:25](=[O:30])[C:24]=3[CH:31]=2)=[O:19])[N:12]2[C:17]=1[CH:16]=[CH:15][CH:14]=[CH:13]2. Given the product [CH3:7][O:8][C:9]1[C:10]([CH3:32])=[C:11]([C:18]([C:20]2[CH:21]=[CH:22][C:23]3[N:28]([CH2:3][CH:2]=[CH2:1])[C:27](=[O:29])[O:26][C:25](=[O:30])[C:24]=3[CH:31]=2)=[O:19])[N:12]2[C:17]=1[CH:16]=[CH:15][CH:14]=[CH:13]2, predict the reactants needed to synthesize it. (5) Given the product [Cl:1][C:2]1[CH:7]=[CH:6][C:5]([C:8]2[O:10][N:23]=[C:22]([C:25]([OH:27])=[O:26])[CH:9]=2)=[C:4]([F:11])[CH:3]=1, predict the reactants needed to synthesize it. The reactants are: [Cl:1][C:2]1[CH:7]=[CH:6][C:5]([C:8](=[O:10])[CH3:9])=[C:4]([F:11])[CH:3]=1.ClC1C=C(C2O[N:23]=[C:22]([C:25]([OH:27])=[O:26])C=2)C=CC=1F.